This data is from Catalyst prediction with 721,799 reactions and 888 catalyst types from USPTO. The task is: Predict which catalyst facilitates the given reaction. (1) Reactant: [F:1][C:2]([C:20]1[CH:21]=[C:22]2[C:27](=[CH:28][CH:29]=1)[N:26]=[CH:25][CH:24]=[CH:23]2)([F:19])[C:3]([N:5]1[N:6]=[C:7]([C:13]2[CH:14]=[N:15][N:16]([CH3:18])[CH:17]=2)[CH:8]=[CH:9]/[C:10]/1=[N:11]\[NH2:12])=O.COCC(O)C.C(=O)([O-])[O-].[Na+].[Na+].C1(C)C=CC=CC=1. Product: [F:1][C:2]([F:19])([C:3]1[N:5]2[N:6]=[C:7]([C:13]3[CH:14]=[N:15][N:16]([CH3:18])[CH:17]=3)[CH:8]=[CH:9][C:10]2=[N:11][N:12]=1)[C:20]1[CH:21]=[C:22]2[C:27](=[CH:28][CH:29]=1)[N:26]=[CH:25][CH:24]=[CH:23]2. The catalyst class is: 6. (2) Reactant: O.[NH2:2]N.C[N:5](/[CH:7]=[N:8]/[C:9]([C:11]1[C:19]2[N:18]=[C:17]([CH3:20])[N:16]([CH2:21][C:22]3[C:31]4[C:26](=[CH:27][CH:28]=[CH:29][CH:30]=4)[CH:25]=[CH:24][CH:23]=3)[C:15]=2[CH:14]=[C:13]([N:32]2[CH2:37][CH2:36][O:35][CH2:34][CH2:33]2)[CH:12]=1)=O)C.C([O-])([O-])=O.[Na+].[Na+]. The catalyst class is: 15. Product: [CH3:20][C:17]1[N:16]([CH2:21][C:22]2[C:31]3[C:26](=[CH:27][CH:28]=[CH:29][CH:30]=3)[CH:25]=[CH:24][CH:23]=2)[C:15]2[CH:14]=[C:13]([N:32]3[CH2:33][CH2:34][O:35][CH2:36][CH2:37]3)[CH:12]=[C:11]([C:9]3[N:8]=[CH:7][NH:5][N:2]=3)[C:19]=2[N:18]=1. (3) Reactant: CC1(C)C(C)(C)OB([C:9]2[CH:14]=[CH:13][C:12]([C:15]([OH:24])([CH2:22][CH3:23])[CH2:16][N:17]3[CH:21]=[N:20][CH:19]=[N:18]3)=[CH:11][CH:10]=2)O1.[OH-:26].[Na+].OO.[NH4+].[Cl-]. Product: [OH:24][C:15]([C:12]1[CH:13]=[CH:14][C:9]([OH:26])=[CH:10][CH:11]=1)([CH2:16][N:17]1[CH:21]=[N:20][CH:19]=[N:18]1)[CH2:22][CH3:23]. The catalyst class is: 5.